This data is from Full USPTO retrosynthesis dataset with 1.9M reactions from patents (1976-2016). The task is: Predict the reactants needed to synthesize the given product. Given the product [Cl:1][C:2]1[CH:3]=[CH:4][C:5]([O:15][CH2:16][C:17]2[CH:18]=[CH:19][CH:20]=[CH:21][CH:22]=2)=[C:6]([CH2:8][N:9]2[CH:13]=[CH:12][C:11]([NH:14][C:30](=[O:31])[CH2:29][NH:36][CH2:35][CH2:33][OH:34])=[N:10]2)[CH:7]=1, predict the reactants needed to synthesize it. The reactants are: [Cl:1][C:2]1[CH:3]=[CH:4][C:5]([O:15][CH2:16][C:17]2[CH:22]=[CH:21][CH:20]=[CH:19][CH:18]=2)=[C:6]([CH2:8][N:9]2[CH:13]=[CH:12][C:11]([NH2:14])=[N:10]2)[CH:7]=1.C(=O)(O)[O-].[K+].Cl[CH2:29][C:30](Cl)=[O:31].[CH2:33]([CH2:35][NH2:36])[OH:34].